The task is: Predict the product of the given reaction.. This data is from Forward reaction prediction with 1.9M reactions from USPTO patents (1976-2016). (1) Given the reactants B(Cl)([C@H]1[C@H](C)C2C(C)(C)C(CC2)C1)[C@H]1[C@H](C)C2C(C)(C)C(CC2)C1.[CH3:25][O:26][C:27]1[CH:28]=[C:29]([C:33](=[O:40])[CH2:34][CH2:35][C:36]([O:38][CH3:39])=[O:37])[CH:30]=[CH:31][CH:32]=1.N(CCO)CCO, predict the reaction product. The product is: [OH:40][C@H:33]([C:29]1[CH:30]=[CH:31][CH:32]=[C:27]([O:26][CH3:25])[CH:28]=1)[CH2:34][CH2:35][C:36]([O:38][CH3:39])=[O:37]. (2) Given the reactants [SH:1][CH:2]1[CH2:7][CH2:6][N:5]([C:8]([O:10][C:11]([CH3:14])([CH3:13])[CH3:12])=[O:9])[CH2:4][CH2:3]1.[H-].[Na+].[Cl:17][C:18]1[N:23]=[C:22](S(C)(=O)=O)[N:21]=[C:20]([NH:28][C:29]2[S:30][C:31]([C:34]#[N:35])=[CH:32][N:33]=2)[CH:19]=1, predict the reaction product. The product is: [Cl:17][C:18]1[CH:19]=[C:20]([NH:28][C:29]2[S:30][C:31]([C:34]#[N:35])=[CH:32][N:33]=2)[N:21]=[C:22]([S:1][CH:2]2[CH2:3][CH2:4][N:5]([C:8]([O:10][C:11]([CH3:14])([CH3:13])[CH3:12])=[O:9])[CH2:6][CH2:7]2)[N:23]=1. (3) Given the reactants [C:1]([O:5][C:6](=[O:22])[NH:7][CH2:8][CH2:9][C:10](=[C:12]1C(=O)O[C:15](C)([CH3:19])[O:14][C:13]1=[O:21])[OH:11])([CH3:4])([CH3:3])[CH3:2], predict the reaction product. The product is: [CH2:15]([O:14][C:13](=[O:21])[CH2:12][C:10](=[O:11])[CH2:9][CH2:8][NH:7][C:6]([O:5][C:1]([CH3:3])([CH3:2])[CH3:4])=[O:22])[CH3:19]. (4) The product is: [OH:34][CH2:33][CH:31]1[O:30][N:29]=[C:28]([C:26]2[S:27][C:23]([C:2]3[CH:3]=[CH:4][C:5]([N:8]4[CH2:12][C@H:11]([CH2:13][N:14]5[CH:18]=[C:17]([CH3:19])[N:16]=[N:15]5)[O:10][C:9]4=[O:20])=[N:6][CH:7]=3)=[CH:24][CH:25]=2)[CH2:32]1. Given the reactants Br[C:2]1[CH:3]=[CH:4][C:5]([N:8]2[CH2:12][C@H:11]([CH2:13][N:14]3[CH:18]=[C:17]([CH3:19])[N:16]=[N:15]3)[O:10][C:9]2=[O:20])=[N:6][CH:7]=1.C[Sn](C)(C)[C:23]1[S:27][C:26]([C:28]2[CH2:32][CH:31]([CH2:33][OH:34])[O:30][N:29]=2)=[CH:25][CH:24]=1.O1C=CC=C1P(C1OC=CC=1)C1OC=CC=1, predict the reaction product. (5) Given the reactants [CH3:1][O:2][C:3](=[O:18])[CH2:4][CH2:5][C:6]#[C:7][C:8]1[CH:13]=[CH:12][CH:11]=[C:10]([N+:14]([O-:16])=[O:15])[C:9]=1[F:17], predict the reaction product. The product is: [CH3:1][O:2][C:3](=[O:18])[CH2:4][CH2:5][CH2:6][CH2:7][C:8]1[CH:13]=[CH:12][CH:11]=[C:10]([N+:14]([O-:16])=[O:15])[C:9]=1[F:17]. (6) The product is: [Cl:1][C:2]1[CH:10]=[C:9]([F:11])[C:8]([N:12]2[C:17](=[O:18])[CH:16]=[C:15]([C:19]([F:21])([F:22])[F:20])[N:14]([CH3:23])[C:13]2=[O:24])=[CH:7][C:3]=1[C:4]([Cl:28])=[O:5]. Given the reactants [Cl:1][C:2]1[CH:10]=[C:9]([F:11])[C:8]([N:12]2[C:17](=[O:18])[CH:16]=[C:15]([C:19]([F:22])([F:21])[F:20])[N:14]([CH3:23])[C:13]2=[O:24])=[CH:7][C:3]=1[C:4](O)=[O:5].C(Cl)(=O)C([Cl:28])=O, predict the reaction product. (7) Given the reactants [OH:1][C:2]([C:4]([F:7])([F:6])[F:5])=[O:3].[CH:8]1([NH:12][C:13]2[N:14]=[C:15]3[CH2:38][CH2:37][NH:36][CH2:35][C:16]3=[N:17][C:18]=2[N:19]2[CH2:24][CH2:23][CH:22]([O:25][C:26]3[CH:31]=[CH:30][C:29]([O:32][CH3:33])=[CH:28][C:27]=3[F:34])[CH2:21][CH2:20]2)[CH2:11][CH2:10][CH2:9]1.C(OC(=O)C)(=O)C.N1C=CC=CC=1, predict the reaction product. The product is: [CH:8]1([NH:12][C:13]2[N:14]=[C:15]3[CH2:38][CH2:37][N:36]([C:2](=[O:1])[CH3:4])[CH2:35][C:16]3=[N:17][C:18]=2[N:19]2[CH2:20][CH2:21][CH:22]([O:25][C:26]3[CH:31]=[CH:30][C:29]([O:32][CH3:33])=[CH:28][C:27]=3[F:34])[CH2:23][CH2:24]2)[CH2:11][CH2:10][CH2:9]1.[C:2]([OH:3])([C:4]([F:7])([F:6])[F:5])=[O:1].